This data is from Catalyst prediction with 721,799 reactions and 888 catalyst types from USPTO. The task is: Predict which catalyst facilitates the given reaction. (1) Reactant: [NH2:1][C:2]1[CH:3]=[C:4]([CH:7]=[CH:8][C:9]=1[N:10]1[CH:14]=[CH:13][CH:12]=[CH:11]1)[C:5]#[N:6].Cl[C:16](Cl)([O:18]C(=O)OC(Cl)(Cl)Cl)Cl. Product: [O:18]=[C:16]1[NH:1][C:2]2[C:9](=[CH:8][CH:7]=[C:4]([C:5]#[N:6])[CH:3]=2)[N:10]2[CH:14]=[CH:13][CH:12]=[C:11]12. The catalyst class is: 11. (2) Reactant: [CH3:1][C:2]1[CH2:3][CH2:4][C@H:5]([C:7]([O:9][CH3:10])=[O:8])[N:6]=1. Product: [CH3:1][C@H:2]1[NH:6][C@@H:5]([C:7]([O:9][CH3:10])=[O:8])[CH2:4][CH2:3]1. The catalyst class is: 50. (3) Reactant: [CH2:1]([O:8][C:9]1[CH:10]=[CH:11][C:12]([O:15][CH:16]2[CH2:21][O:20]C(C3C=CC=CC=3)[O:18][CH2:17]2)=[N:13][CH:14]=1)[C:2]1[CH:7]=[CH:6][CH:5]=[CH:4][CH:3]=1.Cl. Product: [CH2:1]([O:8][C:9]1[CH:10]=[CH:11][C:12]([O:15][CH:16]([CH2:17][OH:18])[CH2:21][OH:20])=[N:13][CH:14]=1)[C:2]1[CH:3]=[CH:4][CH:5]=[CH:6][CH:7]=1. The catalyst class is: 5. (4) Reactant: C([O:8][C:9](=[O:33])[C:10]1[CH:15]=[C:14]([O:16][CH2:17][C:18]2[CH:23]=[CH:22][CH:21]=[CH:20][CH:19]=2)[C:13]([Br:24])=[C:12]([O:25][CH2:26][C:27]2[CH:32]=[CH:31][CH:30]=[CH:29][CH:28]=2)[CH:11]=1)C1C=CC=CC=1.[OH-].[Na+].CCOCC. Product: [CH2:17]([O:16][C:14]1[CH:15]=[C:10]([CH:11]=[C:12]([O:25][CH2:26][C:27]2[CH:32]=[CH:31][CH:30]=[CH:29][CH:28]=2)[C:13]=1[Br:24])[C:9]([OH:33])=[O:8])[C:18]1[CH:19]=[CH:20][CH:21]=[CH:22][CH:23]=1. The catalyst class is: 20.